From a dataset of Catalyst prediction with 721,799 reactions and 888 catalyst types from USPTO. Predict which catalyst facilitates the given reaction. (1) Reactant: [F:1][C:2]1[CH:3]=[C:4]2[C:9](=[CH:10][C:11]=1B1OC(C)(C)C(C)(C)O1)[CH2:8][N:7](C)[CH2:6][CH2:5]2.[Cl:22][C:23]1N=N[C:26](C)=[CH:27][CH:28]=1.C(=O)([O-])[O-].[Cs+].[Cs+].CN(C)C1[C:47]2C(=[CH:43][CH:44]=[CH:45][C:46]=2[N:48](C)C)C=CC=1.ClC(O[CH:56]([Cl:58])[CH3:57])=O.C[N:60](C)C=O. Product: [Cl:22][C:23]1[CH:28]=[C:27]([CH:5]2[C:4]3[C:9](=[CH:10][C:11]([C:43]4[N:60]=[N:48][C:46]([CH3:47])=[CH:45][CH:44]=4)=[C:2]([F:1])[CH:3]=3)[CH2:8][NH:7][CH2:6]2)[CH:26]=[CH:57][C:56]=1[Cl:58]. The catalyst class is: 587. (2) Reactant: Br[C:2]1[CH:7]=[CH:6][C:5]([C@:8]2([OH:25])[C:15]3[N:11]([CH:12]=[N:13][CH:14]=3)[C@@H:10]([C:16]3[CH:23]=[CH:22][C:19]([C:20]#[N:21])=[CH:18][C:17]=3[F:24])[CH2:9]2)=[CH:4][CH:3]=1.C([O-])([O-])=O.[Na+].[Na+].[CH3:32][O:33][C:34]1[CH:39]=[CH:38][C:37](B(O)O)=[CH:36][CH:35]=1. Product: [F:24][C:17]1[CH:18]=[C:19]([CH:22]=[CH:23][C:16]=1[C@@H:10]1[N:11]2[CH:12]=[N:13][CH:14]=[C:15]2[C@@:8]([OH:25])([C:5]2[CH:6]=[CH:7][C:2]([C:37]3[CH:38]=[CH:39][C:34]([O:33][CH3:32])=[CH:35][CH:36]=3)=[CH:3][CH:4]=2)[CH2:9]1)[C:20]#[N:21]. The catalyst class is: 622. (3) Reactant: [CH3:1][N:2]([CH2:10][C@@:11]1([C:23]2[CH:28]=[CH:27][CH:26]=[CH:25][CH:24]=2)[CH2:13][C@H:12]1[CH2:14][O:15]CC1C=CC=CC=1)[C:3](=[O:9])[O:4][C:5]([CH3:8])([CH3:7])[CH3:6]. Product: [OH:15][CH2:14][C@@H:12]1[CH2:13][C@@:11]1([CH2:10][N:2]([CH3:1])[C:3](=[O:9])[O:4][C:5]([CH3:6])([CH3:7])[CH3:8])[C:23]1[CH:24]=[CH:25][CH:26]=[CH:27][CH:28]=1. The catalyst class is: 63. (4) Reactant: [CH2:1]([O:5][C:6]([NH:8][N:9]=[CH:10][C:11]1[CH:12]=[C:13]2[C:17](=[CH:18][CH:19]=1)[NH:16][CH:15]=[C:14]2[CH2:20][CH2:21][N:22]([CH3:24])[CH3:23])=[O:7])[CH:2]([CH3:4])[CH3:3]. Product: [CH2:1]([O:5][C:6]([NH:8][NH:9][CH2:10][C:11]1[CH:12]=[C:13]2[C:17](=[CH:18][CH:19]=1)[NH:16][CH:15]=[C:14]2[CH2:20][CH2:21][N:22]([CH3:23])[CH3:24])=[O:7])[CH:2]([CH3:4])[CH3:3]. The catalyst class is: 63. (5) Reactant: [CH2:1]([N:3]1[C:7]([C:8]2[CH:9]=[N:10][CH:11]=[CH:12][CH:13]=2)=[N:6][N:5]=[C:4]1[S:14][CH2:15][C:16]([NH:18][C:19]1[CH:24]=[CH:23][C:22]([CH:25]([CH3:27])[CH3:26])=[CH:21][CH:20]=1)=[O:17])[CH3:2].[OH2:28].[OH:29]OS([O-])=O.[K+]. Product: [CH2:1]([N:3]1[C:7]([C:8]2[CH:9]=[N:10][CH:11]=[CH:12][CH:13]=2)=[N:6][N:5]=[C:4]1[S:14]([CH2:15][C:16]([NH:18][C:19]1[CH:24]=[CH:23][C:22]([CH:25]([CH3:26])[CH3:27])=[CH:21][CH:20]=1)=[O:17])(=[O:29])=[O:28])[CH3:2]. The catalyst class is: 5.